The task is: Predict the reaction yield, written as a fraction of the theoretical maximum amount of product (1.0 means a 100% yield; for example, 0.34 means a 34% yield).. This data is from Reaction yield outcomes from USPTO patents with 853,638 reactions. (1) The reactants are [Br:1][C:2]1[CH:15]=[CH:14][C:5]([C:6]([C@@H:8]2[CH2:10][C@H:9]2[C:11]([OH:13])=[O:12])=[O:7])=[CH:4][CH:3]=1.[CH3:16]OC(OC)(C)C.Cl. The catalyst is CO. The product is [Br:1][C:2]1[CH:3]=[CH:4][C:5]([C:6]([C@@H:8]2[CH2:10][C@H:9]2[C:11]([O:13][CH3:16])=[O:12])=[O:7])=[CH:14][CH:15]=1. The yield is 0.830. (2) The reactants are [Cl:1][C:2]1[CH:7]=[CH:6][C:5]([NH:8][CH:9]([C:13]2[CH:18]=[CH:17][CH:16]=[CH:15][CH:14]=2)[C:10]([OH:12])=[O:11])=[CH:4][CH:3]=1.C1CCC(N=C=NC2CCCCC2)CC1.C1C=CC2N(O)N=NC=2C=1.[N:44]12[CH2:51][CH2:50][CH:47]([CH2:48][CH2:49]1)[C@@H:46](O)[CH2:45]2. The catalyst is C1COCC1. The product is [Cl:1][C:2]1[CH:7]=[CH:6][C:5]([NH:8][CH:9]([C:13]2[CH:14]=[CH:15][CH:16]=[CH:17][CH:18]=2)[C:10]([O:12][C@@H:46]2[CH:47]3[CH2:50][CH2:51][N:44]([CH2:49][CH2:48]3)[CH2:45]2)=[O:11])=[CH:4][CH:3]=1. The yield is 0.370. (3) The reactants are [C:1]([CH2:3][O:4][C@@H:5]([C:19]1[CH:24]=[C:23]([F:25])[CH:22]=[CH:21][C:20]=1[CH3:26])[C@@H:6]1[CH2:11][CH2:10][CH2:9][N:8]([C:12]([O:14][C:15]([CH3:18])([CH3:17])[CH3:16])=[O:13])[CH2:7]1)#[N:2].S(C)C.CO. The catalyst is C1COCC1. The product is [NH2:2][CH2:1][CH2:3][O:4][C@@H:5]([C:19]1[CH:24]=[C:23]([F:25])[CH:22]=[CH:21][C:20]=1[CH3:26])[C@@H:6]1[CH2:11][CH2:10][CH2:9][N:8]([C:12]([O:14][C:15]([CH3:18])([CH3:17])[CH3:16])=[O:13])[CH2:7]1. The yield is 0.660. (4) The reactants are Cl[C:2]([O:4][CH2:5][CH:6]1[C:18]2[CH:17]=[CH:16][CH:15]=[CH:14][C:13]=2[C:12]2[C:7]1=[CH:8][CH:9]=[CH:10][CH:11]=2)=[O:3].N[OH:20].C([O-])([O-])=O.[Na+].[Na+].[CH2:27]1[CH2:31]OC[CH2:28]1. The catalyst is O.O. The product is [CH2:31]([CH:5]([CH:6]1[C:18]2[C:13](=[CH:14][CH:15]=[CH:16][CH:17]=2)[C:12]2[C:7]1=[CH:8][CH:9]=[CH:10][CH:11]=2)[O:4][C:2]([OH:20])=[O:3])[CH:27]=[CH2:28]. The yield is 0.680.